Dataset: Merck oncology drug combination screen with 23,052 pairs across 39 cell lines. Task: Regression. Given two drug SMILES strings and cell line genomic features, predict the synergy score measuring deviation from expected non-interaction effect. (1) Drug 1: Nc1ccn(C2OC(CO)C(O)C2(F)F)c(=O)n1. Drug 2: Cc1nc(Nc2ncc(C(=O)Nc3c(C)cccc3Cl)s2)cc(N2CCN(CCO)CC2)n1. Cell line: CAOV3. Synergy scores: synergy=-0.611. (2) Drug 1: C=CCn1c(=O)c2cnc(Nc3ccc(N4CCN(C)CC4)cc3)nc2n1-c1cccc(C(C)(C)O)n1. Drug 2: Cc1nc(Nc2ncc(C(=O)Nc3c(C)cccc3Cl)s2)cc(N2CCN(CCO)CC2)n1. Cell line: NCIH23. Synergy scores: synergy=34.0. (3) Drug 2: O=C(NOCC(O)CO)c1ccc(F)c(F)c1Nc1ccc(I)cc1F. Cell line: RKO. Drug 1: O=C(O)C1(Cc2cccc(Nc3nccs3)n2)CCC(Oc2cccc(Cl)c2F)CC1. Synergy scores: synergy=15.0. (4) Drug 1: N.N.O=C(O)C1(C(=O)O)CCC1.[Pt]. Drug 2: CNC(=O)c1cc(Oc2ccc(NC(=O)Nc3ccc(Cl)c(C(F)(F)F)c3)cc2)ccn1. Cell line: UWB1289. Synergy scores: synergy=-9.22. (5) Drug 1: O=C(O)C1(Cc2cccc(Nc3nccs3)n2)CCC(Oc2cccc(Cl)c2F)CC1. Drug 2: NC1CCCCC1N.O=C(O)C(=O)O.[Pt+2]. Cell line: MSTO. Synergy scores: synergy=3.97. (6) Drug 1: COC1=C2CC(C)CC(OC)C(O)C(C)C=C(C)C(OC(N)=O)C(OC)C=CC=C(C)C(=O)NC(=CC1=O)C2=O. Drug 2: CCC1(O)C(=O)OCc2c1cc1n(c2=O)Cc2cc3c(CN(C)C)c(O)ccc3nc2-1. Cell line: KPL1. Synergy scores: synergy=17.6. (7) Drug 1: NC1(c2ccc(-c3nc4ccn5c(=O)[nH]nc5c4cc3-c3ccccc3)cc2)CCC1. Drug 2: CC(C)CC(NC(=O)C(Cc1ccccc1)NC(=O)c1cnccn1)B(O)O. Cell line: SKMEL30. Synergy scores: synergy=-0.617.